From a dataset of NCI-60 drug combinations with 297,098 pairs across 59 cell lines. Regression. Given two drug SMILES strings and cell line genomic features, predict the synergy score measuring deviation from expected non-interaction effect. (1) Drug 1: C1=C(C(=O)NC(=O)N1)N(CCCl)CCCl. Drug 2: C1CC(C1)(C(=O)O)C(=O)O.[NH2-].[NH2-].[Pt+2]. Cell line: NCI/ADR-RES. Synergy scores: CSS=5.81, Synergy_ZIP=-10.7, Synergy_Bliss=-11.4, Synergy_Loewe=-13.8, Synergy_HSA=-8.99. (2) Drug 1: C1=C(C(=O)NC(=O)N1)F. Drug 2: C1=CC=C(C(=C1)C(C2=CC=C(C=C2)Cl)C(Cl)Cl)Cl. Cell line: SK-OV-3. Synergy scores: CSS=25.2, Synergy_ZIP=5.36, Synergy_Bliss=5.77, Synergy_Loewe=1.79, Synergy_HSA=6.37. (3) Drug 1: C1CCC(CC1)NC(=O)N(CCCl)N=O. Drug 2: CN(CC1=CN=C2C(=N1)C(=NC(=N2)N)N)C3=CC=C(C=C3)C(=O)NC(CCC(=O)O)C(=O)O. Cell line: TK-10. Synergy scores: CSS=39.5, Synergy_ZIP=0.763, Synergy_Bliss=3.95, Synergy_Loewe=-32.1, Synergy_HSA=1.54.